This data is from Reaction yield outcomes from USPTO patents with 853,638 reactions. The task is: Predict the reaction yield, written as a fraction of the theoretical maximum amount of product (1.0 means a 100% yield; for example, 0.34 means a 34% yield). (1) The reactants are [C:1]([C:5]1[CH:6]=[C:7]2[C:11](=[CH:12][C:13]=1[N+:14]([O-])=O)[NH:10][CH:9]=[CH:8]2)([CH3:4])([CH3:3])[CH3:2]. The catalyst is CO.[Ni]. The product is [C:1]([C:5]1[CH:6]=[C:7]2[C:11](=[CH:12][C:13]=1[NH2:14])[NH:10][CH:9]=[CH:8]2)([CH3:4])([CH3:2])[CH3:3]. The yield is 0.870. (2) The reactants are [NH2:1][C:2]1[C:7]([C:8]2[O:12][N:11]=[C:10]([CH2:13][C:14]3[CH:19]=[CH:18][C:17]([OH:20])=[CH:16][CH:15]=3)[CH:9]=2)=[CH:6][CH:5]=[C:4]([NH2:21])[N:3]=1.CO.[OH-].[Na+].Cl[CH2:27][C:28]1[CH:33]=[CH:32][CH:31]=[C:30]([CH3:34])[N:29]=1. The catalyst is CN(C)C=O. The product is [CH3:27][C:28]1[N:29]=[C:30]([CH2:34][O:20][C:17]2[CH:18]=[CH:19][C:14]([CH2:13][C:10]3[CH:9]=[C:8]([C:7]4[C:2]([NH2:1])=[N:3][C:4]([NH2:21])=[CH:5][CH:6]=4)[O:12][N:11]=3)=[CH:15][CH:16]=2)[CH:31]=[CH:32][CH:33]=1. The yield is 0.515. (3) The reactants are [CH3:1][O:2][CH2:3][CH2:4][O:5][C:6]1[CH:7]=[C:8]2[C:12](=[C:13]([NH:15][S:16]([C:19]3[CH:24]=[CH:23][CH:22]=[CH:21][N:20]=3)(=[O:18])=[O:17])[CH:14]=1)[NH:11][C:10]([C:25]([O:27]CC)=[O:26])=[CH:9]2.O1CCCC1.[OH-].[K+]. The catalyst is CO. The product is [CH3:1][O:2][CH2:3][CH2:4][O:5][C:6]1[CH:7]=[C:8]2[C:12](=[C:13]([NH:15][S:16]([C:19]3[CH:24]=[CH:23][CH:22]=[CH:21][N:20]=3)(=[O:17])=[O:18])[CH:14]=1)[NH:11][C:10]([C:25]([OH:27])=[O:26])=[CH:9]2. The yield is 0.840. (4) The product is [CH3:1][O:2][C:3]([N:5]1[CH2:9][C@@H:8]([CH2:10][CH:11]([CH3:13])[CH3:12])[N:7]([CH:14]2[CH2:15][CH2:16][N:17]([CH2:21][C:23]3[CH:28]=[N:27][C:26]([S:29][C:30]4[CH:38]=[CH:37][C:33]([C:34]([OH:36])=[O:35])=[CH:32][CH:31]=4)=[CH:25][CH:24]=3)[CH2:18][CH2:19]2)[C:6]1=[O:20])=[O:4]. The reactants are [CH3:1][O:2][C:3]([N:5]1[CH2:9][C@@H:8]([CH2:10][CH:11]([CH3:13])[CH3:12])[N:7]([CH:14]2[CH2:19][CH2:18][NH:17][CH2:16][CH2:15]2)[C:6]1=[O:20])=[O:4].[CH:21]([C:23]1[CH:24]=[CH:25][C:26]([S:29][C:30]2[CH:38]=[CH:37][C:33]([C:34]([OH:36])=[O:35])=[CH:32][CH:31]=2)=[N:27][CH:28]=1)=O.C(O[BH-](OC(=O)C)OC(=O)C)(=O)C.[Na+]. The catalyst is C(Cl)Cl. The yield is 0.310.